The task is: Predict the reactants needed to synthesize the given product.. This data is from Full USPTO retrosynthesis dataset with 1.9M reactions from patents (1976-2016). (1) Given the product [Cl:15][CH2:16][C:17]1[NH:14][C:12](=[O:13])[C:3]2[CH:4]=[N:5][N:6]([CH:7]3[CH2:11][CH2:10][CH2:9][CH2:8]3)[C:2]=2[N:1]=1, predict the reactants needed to synthesize it. The reactants are: [NH2:1][C:2]1[N:6]([CH:7]2[CH2:11][CH2:10][CH2:9][CH2:8]2)[N:5]=[CH:4][C:3]=1[C:12]([NH2:14])=[O:13].[Cl:15][CH2:16][C:17](Cl)=O. (2) Given the product [CH3:1][CH:2]1[CH2:3][C:4]([C:9]2[CH:14]=[CH:13][N:12]=[CH:11][C:10]=2[N+:15]([O-:17])=[O:16])=[CH:5][C:6]([O:8][Si:19]([CH3:22])([CH3:21])[CH3:20])=[CH:7]1, predict the reactants needed to synthesize it. The reactants are: [CH3:1][CH:2]1[CH2:7][C:6](=[O:8])[CH:5]=[C:4]([C:9]2[CH:14]=[CH:13][N:12]=[CH:11][C:10]=2[N+:15]([O-:17])=[O:16])[CH2:3]1.Cl[Si:19]([CH3:22])([CH3:21])[CH3:20].C[Si](C)(C)[N-][Si](C)(C)C.[Li+]. (3) Given the product [CH2:1]([O:3][C:4](=[O:15])[CH2:5][CH2:6][C:7]1[CH:12]=[CH:11][C:10]([CH2:13][Cl:27])=[CH:9][CH:8]=1)[CH3:2], predict the reactants needed to synthesize it. The reactants are: [CH2:1]([O:3][C:4](=[O:15])[CH2:5][CH2:6][C:7]1[CH:12]=[CH:11][C:10]([CH2:13]O)=[CH:9][CH:8]=1)[CH3:2].C(N(CC)CC)C.CS([Cl:27])(=O)=O. (4) Given the product [CH:25]([C:23]1[CH:24]=[CH:19][C:20]([N:1]2[CH2:2][CH2:3][CH:4]([O:7][C@H:8]3[CH2:13][CH2:12][C@H:11]([CH2:14][C:15]([OH:17])=[O:16])[CH2:10][CH2:9]3)[CH2:5][CH2:6]2)=[N:21][CH:22]=1)=[O:26], predict the reactants needed to synthesize it. The reactants are: [NH:1]1[CH2:6][CH2:5][CH:4]([O:7][C@H:8]2[CH2:13][CH2:12][C@H:11]([CH2:14][C:15]([OH:17])=[O:16])[CH2:10][CH2:9]2)[CH2:3][CH2:2]1.F[C:19]1[CH:20]=[N:21][CH:22]=[C:23]([CH:25]=[O:26])[CH:24]=1.C(=O)(O)[O-].[Na+].